Dataset: Catalyst prediction with 721,799 reactions and 888 catalyst types from USPTO. Task: Predict which catalyst facilitates the given reaction. (1) Reactant: [Cl:1][C:2]1[N:3]=[N:4][C:5](Cl)=[CH:6][CH:7]=1.[C:9]([NH:12][NH2:13])(=O)[CH3:10]. Product: [Cl:1][C:2]1[CH:7]=[CH:6][C:5]2[N:4]([C:9]([CH3:10])=[N:12][N:13]=2)[N:3]=1. The catalyst class is: 51. (2) Reactant: [CH3:1][O:2][C:3]1[CH:4]=[C:5]2[C:9](=[CH:10][C:11]=1[O:12][CH3:13])[C:8](=[O:14])[C:7](=[CH:15][C:16]1[CH:21]=[CH:20][N:19]=[CH:18][CH:17]=1)[CH2:6]2. Product: [CH3:1][O:2][C:3]1[CH:4]=[C:5]2[C:9](=[CH:10][C:11]=1[O:12][CH3:13])[C:8](=[O:14])[CH:7]([CH2:15][C:16]1[CH:21]=[CH:20][N:19]=[CH:18][CH:17]=1)[CH2:6]2. The catalyst class is: 687. (3) Reactant: [C:1]1([C:11]([C:14]2[N:15]=[CH:16][N:17](C(C3C=CC=CC=3)(C3C=CC=CC=3)C3C=CC=CC=3)[CH:18]=2)(O)[CH3:12])[C:10]2[C:5](=[CH:6][CH:7]=[CH:8][CH:9]=2)[CH:4]=[CH:3][CH:2]=1.[OH-].[Na+]. Product: [C:1]1([C:11]([C:14]2[N:15]=[CH:16][NH:17][CH:18]=2)=[CH2:12])[C:10]2[C:5](=[CH:6][CH:7]=[CH:8][CH:9]=2)[CH:4]=[CH:3][CH:2]=1. The catalyst class is: 86. (4) Reactant: [CH2:1]([O:3][C:4]([CH2:6][C:7]1[CH:8]=[CH:9][C:10]([O:28][CH3:29])=[C:11]([CH:27]=1)[O:12][C:13]1[CH:21]=[CH:20][C:16]([C:17]([OH:19])=O)=[CH:15][C:14]=1[CH2:22][S:23][CH:24]([CH3:26])[CH3:25])=[O:5])[CH3:2].C(Cl)(=O)C(Cl)=O.[CH2:36]([NH2:38])[CH3:37].C(N(C(C)C)CC)(C)C. Product: [CH2:1]([O:3][C:4](=[O:5])[CH2:6][C:7]1[CH:8]=[CH:9][C:10]([O:28][CH3:29])=[C:11]([O:12][C:13]2[CH:21]=[CH:20][C:16]([C:17](=[O:19])[NH:38][CH2:36][CH3:37])=[CH:15][C:14]=2[CH2:22][S:23][CH:24]([CH3:26])[CH3:25])[CH:27]=1)[CH3:2]. The catalyst class is: 59. (5) Reactant: [CH3:1][C:2]1[S:3][C:4]([C:8]([OH:10])=[O:9])=[C:5]([CH3:7])[N:6]=1.[Li]CCCC.[F:16][C:17]1[CH:22]=[CH:21][C:20]([C:23]2[N:27]=[N:26][N:25]([CH3:28])[C:24]=2[CH:29]=[O:30])=[CH:19][CH:18]=1. Product: [F:16][C:17]1[CH:18]=[CH:19][C:20]([C:23]2[N:27]=[N:26][N:25]([CH3:28])[C:24]=2[CH:29]([OH:30])[CH2:1][C:2]2[S:3][C:4]([C:8]([OH:10])=[O:9])=[C:5]([CH3:7])[N:6]=2)=[CH:21][CH:22]=1. The catalyst class is: 1. (6) Reactant: [O:1]=[C:2]1[CH2:6][CH2:5][C:4]([CH:11]([CH3:13])[CH3:12])([C:7]([O:9]C)=[O:8])[CH2:3]1.Cl. Product: [O:1]=[C:2]1[CH2:6][CH2:5][C:4]([CH:11]([CH3:13])[CH3:12])([C:7]([OH:9])=[O:8])[CH2:3]1. The catalyst class is: 12. (7) Reactant: [Cl:1][C:2]1[CH:3]=[C:4]([CH:7]=[C:8]([O:10][C:11]2[CH:16]=[C:15]([OH:17])[CH:14]=[CH:13][C:12]=2[Cl:18])[CH:9]=1)[C:5]#[N:6].C(N(C(C)C)CC)(C)C.[F:28][C:29]([F:42])([F:41])[S:30](O[S:30]([C:29]([F:42])([F:41])[F:28])(=[O:32])=[O:31])(=[O:32])=[O:31]. Product: [F:28][C:29]([F:42])([F:41])[S:30]([O:17][C:15]1[CH:14]=[CH:13][C:12]([Cl:18])=[C:11]([O:10][C:8]2[CH:7]=[C:4]([C:5]#[N:6])[CH:3]=[C:2]([Cl:1])[CH:9]=2)[CH:16]=1)(=[O:32])=[O:31]. The catalyst class is: 34. (8) Product: [NH:27]1[C:28]2[C:24](=[CH:23][C:22]([CH:15]([C:16]3[CH:17]=[CH:18][CH:19]=[CH:20][CH:21]=3)[CH2:14][NH:13][CH3:12])=[CH:30][CH:29]=2)[CH:25]=[CH:26]1. The catalyst class is: 7. Reactant: [H-].[Al+3].[Li+].[H-].[H-].[H-].C(O[C:12](=O)[NH:13][CH2:14][CH:15]([C:22]1[CH:23]=[C:24]2[C:28](=[CH:29][CH:30]=1)[NH:27][CH:26]=[CH:25]2)[C:16]1[CH:21]=[CH:20][CH:19]=[CH:18][CH:17]=1)(C)(C)C.O.O.O.O.O.O.O.O.O.O.S([O-])([O-])(=O)=O.[Na+].[Na+].